The task is: Predict the reactants needed to synthesize the given product.. This data is from Full USPTO retrosynthesis dataset with 1.9M reactions from patents (1976-2016). (1) Given the product [OH:29][C@H:27]([C:28]1[CH:14]=[C:13]([C:9]2[CH:10]=[CH:11][CH:12]=[C:7]([O:6][C:5]3[CH:24]=[CH:25][C:2]([F:1])=[CH:3][CH:4]=3)[CH:8]=2)[N:18]=[C:17]([C:19]([NH2:21])=[O:20])[CH:16]=1)[CH2:26][OH:30], predict the reactants needed to synthesize it. The reactants are: [F:1][C:2]1[CH:25]=[CH:24][C:5]([O:6][C:7]2[CH:8]=[C:9]([C:13]3[N:18]=[C:17]([C:19]([NH2:21])=[O:20])[CH:16]=C(C=C)[CH:14]=3)[CH:10]=[CH:11][CH:12]=2)=[CH:4][CH:3]=1.[CH3:26][CH:27]([OH:29])[CH3:28].[OH2:30]. (2) Given the product [F:17][C:2]([F:1])([F:16])[C:3]1[CH:4]=[C:5]([C:6]2[S:7][CH:19]=[C:20]([CH2:22][C:25]3[N:34]=[N:35][NH:36][N:26]=3)[N:8]=2)[CH:9]=[C:10]([C:12]([F:15])([F:13])[F:14])[CH:11]=1, predict the reactants needed to synthesize it. The reactants are: [F:1][C:2]([F:17])([F:16])[C:3]1[CH:4]=[C:5]([CH:9]=[C:10]([C:12]([F:15])([F:14])[F:13])[CH:11]=1)[C:6]([NH2:8])=[S:7].Cl[CH2:19][C:20]([CH2:22]Cl)=O.[Cl-].[C-:25]#[N:26].[K+].C([O-])([O-])=O.[K+].[K+].[N-:34]=[N+:35]=[N-:36].[Na+].[Cl-].[NH4+]. (3) Given the product [C:7]([C:5]1[S:4][C:3]([C:11]([NH2:13])=[O:12])=[C:2]([NH:1][C:16](=[O:17])[C:15]([F:26])([F:14])[C:19]2[CH:20]=[CH:21][C:22]([F:25])=[CH:23][CH:24]=2)[CH:6]=1)([CH3:10])([CH3:8])[CH3:9], predict the reactants needed to synthesize it. The reactants are: [NH2:1][C:2]1[CH:6]=[C:5]([C:7]([CH3:10])([CH3:9])[CH3:8])[S:4][C:3]=1[C:11]([NH2:13])=[O:12].[F:14][C:15]([F:26])([C:19]1[CH:24]=[CH:23][C:22]([F:25])=[CH:21][CH:20]=1)[C:16](O)=[O:17].CN(C(ON1N=NC2C=CC=NC1=2)=[N+](C)C)C.F[P-](F)(F)(F)(F)F.C(N(C(C)C)CC)(C)C. (4) Given the product [F:20][C:15]1[CH:16]=[CH:17][CH:18]=[CH:19][C:14]=1[CH:13]1[CH2:9][N:10]([C:28]([O:27][C:23]([CH3:26])([CH3:25])[CH3:24])=[O:29])[C:11]([S:21][CH3:22])=[N:12]1, predict the reactants needed to synthesize it. The reactants are: I.FC1C=CC=CC=1[C@H:9]1[C@@H:13]([C:14]2[CH:19]=[CH:18][CH:17]=[CH:16][C:15]=2[F:20])[NH:12][C:11]([S:21][CH3:22])=[N:10]1.[C:23]([O:27][C:28](O[C:28]([O:27][C:23]([CH3:26])([CH3:25])[CH3:24])=[O:29])=[O:29])([CH3:26])([CH3:25])[CH3:24].C(N(CC)CC)C.